From a dataset of Reaction yield outcomes from USPTO patents with 853,638 reactions. Predict the reaction yield, written as a fraction of the theoretical maximum amount of product (1.0 means a 100% yield; for example, 0.34 means a 34% yield). (1) The reactants are [Br:1][C:2]1[CH:7]=[CH:6][C:5]([CH2:8][C:9](O)=[O:10])=[C:4]([N+:12]([O-])=O)[CH:3]=1.S(=O)(=O)(O)O. The catalyst is C(O)C.[Zn]. The product is [Br:1][C:2]1[CH:3]=[C:4]2[C:5]([CH2:8][C:9](=[O:10])[NH:12]2)=[CH:6][CH:7]=1. The yield is 0.900. (2) The reactants are [CH3:1][S:2]([CH2:5][C:6]1[CH:12]=[CH:11][C:9]([NH2:10])=[CH:8][CH:7]=1)(=[O:4])=[O:3].[I:13]N1C(=O)CCC1=O. The catalyst is CN(C)C=O. The product is [I:13][C:11]1[CH:12]=[C:6]([CH2:5][S:2]([CH3:1])(=[O:3])=[O:4])[CH:7]=[CH:8][C:9]=1[NH2:10]. The yield is 0.830. (3) The reactants are [Cl:1][C:2]1[C:10]2[CH:9]=[C:8]([C:11](=O)[CH:12]=[C:13]([C:18]3[CH:23]=[C:22]([Cl:24])[CH:21]=[C:20]([Cl:25])[CH:19]=3)[C:14]([F:17])([F:16])[F:15])[S:7][C:6]=2[CH:5]=[CH:4][CH:3]=1.[OH-:27].[Na+].[NH2:29]O.Cl. The catalyst is CO.O. The product is [Cl:1][C:2]1[C:10]2[CH:9]=[C:8]([C:11]3[CH2:12][C:13]([C:18]4[CH:23]=[C:22]([Cl:24])[CH:21]=[C:20]([Cl:25])[CH:19]=4)([C:14]([F:17])([F:16])[F:15])[O:27][N:29]=3)[S:7][C:6]=2[CH:5]=[CH:4][CH:3]=1. The yield is 0.281. (4) The reactants are [CH3:1][O:2][C:3]([C:5]1[CH:6]=[C:7]([NH:11][CH2:12][C:13]2[CH:14]=[N:15][CH:16]=[CH:17][CH:18]=2)[CH:8]=[CH:9][CH:10]=1)=[O:4].[CH2:19]([S:21](Cl)(=[O:23])=[O:22])[CH3:20].C(=O)([O-])[O-].[K+].[K+]. The catalyst is ClC(Cl)C.N1C=CC=CC=1. The product is [CH3:1][O:2][C:3]([C:5]1[CH:6]=[C:7]([N:11]([CH2:12][C:13]2[CH:14]=[N:15][CH:16]=[CH:17][CH:18]=2)[S:21]([CH2:19][CH3:20])(=[O:23])=[O:22])[CH:8]=[CH:9][CH:10]=1)=[O:4]. The yield is 0.490.